This data is from Forward reaction prediction with 1.9M reactions from USPTO patents (1976-2016). The task is: Predict the product of the given reaction. (1) Given the reactants [Br:1][C:2]1[C:3]([F:20])=[C:4]([NH:8][N:9]=[C:10]([C:15](=[O:19])[CH2:16][O:17][CH3:18])[C:11]([O:13][CH3:14])=[O:12])[CH:5]=[CH:6][CH:7]=1.[CH3:21]OC(OC)N(C)C, predict the reaction product. The product is: [Br:1][C:2]1[C:3]([F:20])=[C:4]([N:8]2[CH:21]=[C:16]([O:17][CH3:18])[C:15](=[O:19])[C:10]([C:11]([O:13][CH3:14])=[O:12])=[N:9]2)[CH:5]=[CH:6][CH:7]=1. (2) Given the reactants [CH2:1]([C@@:5]1([CH2:31][CH3:32])[NH:11][C@H:10]([C:12]2[CH:17]=[CH:16][CH:15]=[CH:14][CH:13]=2)[C:9]2[CH:18]=[C:19]([O:27][CH3:28])[C:20]([CH2:22][CH2:23][C:24](O)=[O:25])=[CH:21][C:8]=2[S:7](=[O:30])(=[O:29])[CH2:6]1)[CH2:2][CH2:3][CH3:4].C(Cl)CCl.Cl.[NH2:38][OH:39], predict the reaction product. The product is: [CH2:1]([C@@:5]1([CH2:31][CH3:32])[NH:11][C@H:10]([C:12]2[CH:17]=[CH:16][CH:15]=[CH:14][CH:13]=2)[C:9]2[CH:18]=[C:19]([O:27][CH3:28])[C:20]([CH2:22][CH2:23][C:24]([NH:38][OH:39])=[O:25])=[CH:21][C:8]=2[S:7](=[O:30])(=[O:29])[CH2:6]1)[CH2:2][CH2:3][CH3:4].